From a dataset of Forward reaction prediction with 1.9M reactions from USPTO patents (1976-2016). Predict the product of the given reaction. (1) Given the reactants [CH2:1]([O:8][N:9]([CH2:24][C:25]1[C:30]([O:31][CH3:32])=[CH:29][C:28]([O:33][CH3:34])=[CH:27][C:26]=1[O:35][CH3:36])[C:10](=[O:23])[CH2:11][CH2:12][CH:13]1[C:18](=[O:19])[O:17][C:16]([CH3:21])([CH3:20])[O:15][C:14]1=[O:22])[C:2]1[CH:7]=[CH:6][CH:5]=[CH:4][CH:3]=1.Br[CH2:38][C:39]1[CH:48]=[CH:47][C:42]([C:43]([O:45][CH3:46])=[O:44])=[CH:41][CH:40]=1.C(=O)([O-])[O-].[K+].[K+], predict the reaction product. The product is: [CH2:1]([O:8][N:9]([CH2:24][C:25]1[C:26]([O:35][CH3:36])=[CH:27][C:28]([O:33][CH3:34])=[CH:29][C:30]=1[O:31][CH3:32])[C:10](=[O:23])[CH2:11][CH2:12][C:13]1([CH2:38][C:39]2[CH:40]=[CH:41][C:42]([C:43]([O:45][CH3:46])=[O:44])=[CH:47][CH:48]=2)[C:14](=[O:22])[O:15][C:16]([CH3:21])([CH3:20])[O:17][C:18]1=[O:19])[C:2]1[CH:3]=[CH:4][CH:5]=[CH:6][CH:7]=1. (2) Given the reactants I[C:2]1[CH:7]=[CH:6][CH:5]=[CH:4][C:3]=1[CH2:8][C:9]([OH:11])=[O:10].[NH:12]1[CH:16]=[CH:15][N:14]=[N:13]1.C([O-])([O-])=O.[Cs+].[Cs+].O.CC(=O)OCC, predict the reaction product. The product is: [N:12]1[N:13]([C:2]2[CH:7]=[CH:6][CH:5]=[CH:4][C:3]=2[CH2:8][C:9]([OH:11])=[O:10])[N:14]=[CH:15][CH:16]=1. (3) Given the reactants [NH2:1][C:2]1[CH:9]=[CH:8][CH:7]=[C:6]([O:10][CH:11]2[CH2:15][CH2:14][CH2:13][CH2:12]2)[C:3]=1[C:4]#[N:5].O=[C:17]([CH3:24])[CH2:18][C:19]([O:21][CH2:22][CH3:23])=[O:20], predict the reaction product. The product is: [CH2:22]([O:21][C:19]([C:18]1[C:17]([CH3:24])=[N:1][C:2]2[C:3]([C:4]=1[NH2:5])=[C:6]([O:10][CH:11]1[CH2:12][CH2:13][CH2:14][CH2:15]1)[CH:7]=[CH:8][CH:9]=2)=[O:20])[CH3:23]. (4) Given the reactants [O:1]1[C:5]2[CH:6]=[CH:7][C:8]([C:10]3[C:11]([O:36][CH2:37][CH2:38][OH:39])=[N:12][N:13](CC4C=CC=CC=4)[C:14]=3[NH:15][S:16]([C:19]3[CH:24]=[CH:23][C:22]([C:25]([CH3:28])([CH3:27])[CH3:26])=[CH:21][CH:20]=3)(=[O:18])=[O:17])=[CH:9][C:4]=2[O:3][CH2:2]1.[H][H], predict the reaction product. The product is: [O:1]1[C:5]2[CH:6]=[CH:7][C:8]([C:10]3[C:11]([O:36][CH2:37][CH2:38][OH:39])=[N:12][NH:13][C:14]=3[NH:15][S:16]([C:19]3[CH:24]=[CH:23][C:22]([C:25]([CH3:28])([CH3:26])[CH3:27])=[CH:21][CH:20]=3)(=[O:18])=[O:17])=[CH:9][C:4]=2[O:3][CH2:2]1. (5) Given the reactants [CH3:1][O:2][C:3]1[C:7]2[C:8](=[O:25])[N:9]([CH2:16][C:17](=[O:24])[C:18]3[CH:23]=[CH:22][CH:21]=[CH:20][CH:19]=3)[C:10]3[CH:11]=[CH:12][CH:13]=[CH:14][C:15]=3[C:6]=2[N:5]([CH3:26])[C:4]=1[C:27]([NH:29][CH:30]1[CH2:35][CH2:34][NH:33][CH2:32][CH2:31]1)=[O:28].F[C:37]1[CH:44]=[CH:43][C:40]([C:41]#[N:42])=[CH:39][CH:38]=1.C(=O)([O-])[O-].[K+].[K+], predict the reaction product. The product is: [C:41]([C:40]1[CH:43]=[CH:44][C:37]([N:33]2[CH2:32][CH2:31][CH:30]([NH:29][C:27]([C:4]3[N:5]([CH3:26])[C:6]4[C:15]5[CH:14]=[CH:13][CH:12]=[CH:11][C:10]=5[N:9]([CH2:16][C:17](=[O:24])[C:18]5[CH:23]=[CH:22][CH:21]=[CH:20][CH:19]=5)[C:8](=[O:25])[C:7]=4[C:3]=3[O:2][CH3:1])=[O:28])[CH2:35][CH2:34]2)=[CH:38][CH:39]=1)#[N:42].